This data is from Peptide-MHC class II binding affinity with 134,281 pairs from IEDB. The task is: Regression. Given a peptide amino acid sequence and an MHC pseudo amino acid sequence, predict their binding affinity value. This is MHC class II binding data. (1) The peptide sequence is SNLELLRISLLLIQS. The MHC is DRB4_0101 with pseudo-sequence DRB4_0103. The binding affinity (normalized) is 0.539. (2) The peptide sequence is ESSFVMMSAPPAEYK. The MHC is DRB1_0401 with pseudo-sequence DRB1_0401. The binding affinity (normalized) is 0.376. (3) The MHC is DRB1_1101 with pseudo-sequence DRB1_1101. The peptide sequence is AIVYYSMYGHIKKMA. The binding affinity (normalized) is 0.592. (4) The peptide sequence is KSLFFLDEPLKSVPL. The MHC is DRB1_0901 with pseudo-sequence DRB1_0901. The binding affinity (normalized) is 0.182. (5) The peptide sequence is DIIEGPVKNVAVPLY. The MHC is DRB4_0101 with pseudo-sequence DRB4_0103. The binding affinity (normalized) is 0.186.